Dataset: Cav3 T-type calcium channel HTS with 100,875 compounds. Task: Binary Classification. Given a drug SMILES string, predict its activity (active/inactive) in a high-throughput screening assay against a specified biological target. (1) The compound is Clc1c(S(=O)(=O)N2C(CCC2)C(O)=O)cc(Cl)cc1. The result is 0 (inactive). (2) The compound is S(=O)(=O)(N1CCN(CC1)C(=O)N1CCCCCC1)c1ccccc1. The result is 0 (inactive).